This data is from NCI-60 drug combinations with 297,098 pairs across 59 cell lines. The task is: Regression. Given two drug SMILES strings and cell line genomic features, predict the synergy score measuring deviation from expected non-interaction effect. (1) Drug 1: CCN(CC)CCNC(=O)C1=C(NC(=C1C)C=C2C3=C(C=CC(=C3)F)NC2=O)C. Drug 2: CC(C)(C#N)C1=CC(=CC(=C1)CN2C=NC=N2)C(C)(C)C#N. Cell line: T-47D. Synergy scores: CSS=10.6, Synergy_ZIP=-2.44, Synergy_Bliss=3.99, Synergy_Loewe=6.58, Synergy_HSA=4.58. (2) Drug 1: CC1=C(C=C(C=C1)NC2=NC=CC(=N2)N(C)C3=CC4=NN(C(=C4C=C3)C)C)S(=O)(=O)N.Cl. Drug 2: CN(CCCl)CCCl.Cl. Cell line: SNB-19. Synergy scores: CSS=-1.06, Synergy_ZIP=-2.66, Synergy_Bliss=-0.519, Synergy_Loewe=-14.3, Synergy_HSA=-2.64. (3) Drug 1: C#CCC(CC1=CN=C2C(=N1)C(=NC(=N2)N)N)C3=CC=C(C=C3)C(=O)NC(CCC(=O)O)C(=O)O. Drug 2: COCCOC1=C(C=C2C(=C1)C(=NC=N2)NC3=CC=CC(=C3)C#C)OCCOC.Cl. Cell line: MDA-MB-231. Synergy scores: CSS=3.27, Synergy_ZIP=0.0186, Synergy_Bliss=2.38, Synergy_Loewe=0.922, Synergy_HSA=0.641. (4) Drug 1: C1=CC(=C2C(=C1NCCNCCO)C(=O)C3=C(C=CC(=C3C2=O)O)O)NCCNCCO. Drug 2: CC1CCCC2(C(O2)CC(NC(=O)CC(C(C(=O)C(C1O)C)(C)C)O)C(=CC3=CSC(=N3)C)C)C. Cell line: ACHN. Synergy scores: CSS=42.8, Synergy_ZIP=0.533, Synergy_Bliss=-0.0247, Synergy_Loewe=-1.66, Synergy_HSA=-1.08. (5) Drug 1: C1CN1P(=S)(N2CC2)N3CC3. Drug 2: C#CCC(CC1=CN=C2C(=N1)C(=NC(=N2)N)N)C3=CC=C(C=C3)C(=O)NC(CCC(=O)O)C(=O)O. Cell line: LOX IMVI. Synergy scores: CSS=72.5, Synergy_ZIP=3.78, Synergy_Bliss=-0.570, Synergy_Loewe=-0.692, Synergy_HSA=0.828.